From a dataset of Forward reaction prediction with 1.9M reactions from USPTO patents (1976-2016). Predict the product of the given reaction. (1) The product is: [CH3:1][C:2]1[N:11]=[C:10]2[C:5]([CH2:6][CH2:7][C:8](=[O:12])[NH:9]2)=[CH:4][CH:3]=1. Given the reactants [CH3:1][C:2]1[N:11]=[C:10]2[C:5]([CH:6]=[CH:7][C:8](=[O:12])[NH:9]2)=[CH:4][CH:3]=1, predict the reaction product. (2) Given the reactants C(OC([N:8]([CH2:27][C@H:28]1[CH2:37][CH2:36][C:35]2[C:30](=[CH:31][CH:32]=[C:33]([O:38][C:39]3[CH:47]=[CH:46][C:45]([F:48])=[CH:44][C:40]=3[C:41]([OH:43])=[O:42])[CH:34]=2)[O:29]1)[CH2:9][C@H:10]([O:19][Si](C(C)(C)C)(C)C)[CH2:11][O:12][C:13]1[CH:18]=[CH:17][CH:16]=[CH:15][CH:14]=1)=O)(C)(C)C.[ClH:49], predict the reaction product. The product is: [ClH:49].[F:48][C:45]1[CH:46]=[CH:47][C:39]([O:38][C:33]2[CH:34]=[C:35]3[C:30](=[CH:31][CH:32]=2)[O:29][C@@H:28]([CH2:27][NH:8][CH2:9][C@H:10]([OH:19])[CH2:11][O:12][C:13]2[CH:14]=[CH:15][CH:16]=[CH:17][CH:18]=2)[CH2:37][CH2:36]3)=[C:40]([CH:44]=1)[C:41]([OH:43])=[O:42]. (3) The product is: [CH:26]([C:20]1[CH:19]=[C:18]([CH:23]=[CH:22][C:21]=1[O:24][CH3:25])[O:40][C:31]1[C:30]([CH3:29])=[CH:35][C:34]([N+:36]([O-:38])=[O:37])=[CH:33][C:32]=1[CH3:39])([CH3:27])[CH3:28]. Given the reactants F[B-](F)(F)F.[CH:26]([C:20]1[CH:19]=[C:18]([I+][C:18]2[CH:23]=[CH:22][C:21]([O:24][CH3:25])=[C:20]([CH:26]([CH3:28])[CH3:27])[CH:19]=2)[CH:23]=[CH:22][C:21]=1[O:24][CH3:25])([CH3:28])[CH3:27].[CH3:29][C:30]1[CH:35]=[C:34]([N+:36]([O-:38])=[O:37])[CH:33]=[C:32]([CH3:39])[C:31]=1[OH:40], predict the reaction product. (4) Given the reactants [C:1]1(=[O:7])[CH2:5][CH2:4][C:3](=[O:6])[CH2:2]1.C1(C)C=CC=CC=1.C([O-])(=O)C.C([O-])(=O)C.C([O-])(=O)C.[Br:27][C:28]1[CH:29]=[CH:30][C:31]([CH:35]2[CH2:37][CH2:36]2)=[C:32]([Pb+3])[CH:33]=1, predict the reaction product. The product is: [Br:27][C:28]1[CH:33]=[CH:32][C:31]([CH:35]2[CH2:37][CH2:36]2)=[C:30]([CH:2]2[C:3](=[O:6])[CH2:4][CH2:5][C:1]2=[O:7])[CH:29]=1. (5) Given the reactants C([O:5][C:6](=[O:37])[CH2:7][O:8][C:9]1[C:14]2[CH2:15][CH2:16][CH2:17][CH2:18][CH:19]([N:20]([S:22]([C:25]3[CH:30]=[CH:29][C:28]([C:31]4[CH:36]=[CH:35][CH:34]=[CH:33][CH:32]=4)=[CH:27][CH:26]=3)(=[O:24])=[O:23])[CH3:21])[C:13]=2[CH:12]=[CH:11][CH:10]=1)(C)(C)C.[OH-].[Na+], predict the reaction product. The product is: [C:28]1([C:31]2[CH:32]=[CH:33][CH:34]=[CH:35][CH:36]=2)[CH:27]=[CH:26][C:25]([S:22]([N:20]([CH3:21])[CH:19]2[C:13]3[CH:12]=[CH:11][CH:10]=[C:9]([O:8][CH2:7][C:6]([OH:37])=[O:5])[C:14]=3[CH2:15][CH2:16][CH2:17][CH2:18]2)(=[O:24])=[O:23])=[CH:30][CH:29]=1. (6) Given the reactants [OH:1][C:2]1[CH:3]=[C:4]([CH:8]([NH:13][CH3:14])[CH2:9][C:10]([OH:12])=[O:11])[CH:5]=[CH:6][CH:7]=1.S(=O)(=O)(O)O.C(=O)([O-])O.[Na+].[CH2:25](O)[CH3:26], predict the reaction product. The product is: [OH:1][C:2]1[CH:3]=[C:4]([CH:8]([NH:13][CH3:14])[CH2:9][C:10]([O:12][CH2:25][CH3:26])=[O:11])[CH:5]=[CH:6][CH:7]=1. (7) The product is: [F:1][C:2]1[C:11]2[C:6](=[CH:7][CH:8]=[CH:9][CH:10]=2)[C:5]([C@H:12]([N:14]([CH2:15][CH2:16][CH2:17][C@H:18]2[CH2:19][CH:20]([OH:28])[C:21]3[C:26](=[CH:25][CH:24]=[CH:23][CH:22]=3)[CH2:27]2)[C:34](=[O:35])[O:33][C:30]([CH3:32])([CH3:31])[CH3:29])[CH3:13])=[CH:4][CH:3]=1. Given the reactants [F:1][C:2]1[C:11]2[C:6](=[CH:7][CH:8]=[CH:9][CH:10]=2)[C:5]([C@H:12]([NH:14][CH2:15][CH2:16][CH2:17][C@@H:18]2[CH2:27][C:26]3[C:21](=[CH:22][CH:23]=[CH:24][CH:25]=3)[CH:20]([OH:28])[CH2:19]2)[CH3:13])=[CH:4][CH:3]=1.[CH3:29][C:30]([O:33][C:34](O[C:34]([O:33][C:30]([CH3:32])([CH3:31])[CH3:29])=[O:35])=[O:35])([CH3:32])[CH3:31].O, predict the reaction product. (8) Given the reactants [C:1]1([C:23]2[CH:28]=[CH:27][CH:26]=[CH:25][CH:24]=2)[CH:6]=[CH:5][CH:4]=[C:3]([NH:7][C:8]([CH2:10][CH2:11][CH2:12][CH2:13][CH2:14][NH:15][C:16]([CH2:18][S:19]C(=O)C)=[O:17])=[O:9])[CH:2]=1.[OH-].[Na+].O.CC(C)=O, predict the reaction product. The product is: [C:1]1([C:23]2[CH:24]=[CH:25][CH:26]=[CH:27][CH:28]=2)[CH:6]=[CH:5][CH:4]=[C:3]([NH:7][C:8](=[O:9])[CH2:10][CH2:11][CH2:12][CH2:13][CH2:14][NH:15][C:16](=[O:17])[CH2:18][SH:19])[CH:2]=1.